From a dataset of Catalyst prediction with 721,799 reactions and 888 catalyst types from USPTO. Predict which catalyst facilitates the given reaction. (1) Reactant: [Cl:1][C:2]1[N:7]=[CH:6][C:5]([OH:8])=[CH:4][CH:3]=1.C([O-])([O-])=O.[K+].[K+].F[C:16]1[CH:21]=[CH:20][C:19]([N+:22]([O-:24])=[O:23])=[CH:18][C:17]=1[CH3:25].O. Product: [Cl:1][C:2]1[CH:3]=[CH:4][C:5]([O:8][C:16]2[CH:21]=[CH:20][C:19]([N+:22]([O-:24])=[O:23])=[CH:18][C:17]=2[CH3:25])=[CH:6][N:7]=1. The catalyst class is: 3. (2) Reactant: [CH:1]([O:4][C:5]1[CH:29]=[CH:28][C:8]([C:9]([N:11]([CH:25]([CH3:27])[CH3:26])[C@@H:12]2[CH2:17][CH2:16][CH2:15][N:14]([C:18]([O:20][C:21]([CH3:24])([CH3:23])[CH3:22])=[O:19])[CH2:13]2)=[O:10])=[CH:7][C:6]=1[O:30][CH2:31][CH2:32][CH2:33][O:34][CH3:35])([CH3:3])[CH3:2].C([O-])(=O)C.[Na+].[Cl:41]N1C(=O)CCC1=O.S([O-])([O-])(=O)=S.[Na+].[Na+]. Product: [Cl:41][C:28]1[CH:29]=[C:5]([O:4][CH:1]([CH3:3])[CH3:2])[C:6]([O:30][CH2:31][CH2:32][CH2:33][O:34][CH3:35])=[CH:7][C:8]=1[C:9]([N:11]([CH:25]([CH3:26])[CH3:27])[C@@H:12]1[CH2:17][CH2:16][CH2:15][N:14]([C:18]([O:20][C:21]([CH3:22])([CH3:23])[CH3:24])=[O:19])[CH2:13]1)=[O:10]. The catalyst class is: 15. (3) Reactant: [Cl:1][C:2]1[CH:3]=[C:4]([CH:8]=[CH:9][N:10]=1)[C:5]([OH:7])=O.[CH3:11][Li].O. Product: [C:5]([C:4]1[CH:8]=[CH:9][N:10]=[C:2]([Cl:1])[CH:3]=1)(=[O:7])[CH3:11]. The catalyst class is: 1. (4) Reactant: [C:1]([CH2:3][O:4][C:5]1[CH:6]=[C:7]([CH:17]=[C:18]([O:20][CH3:21])[CH:19]=1)[C:8]([NH:10][CH:11]1[CH2:16][CH2:15][NH:14][CH2:13][CH2:12]1)=[O:9])#[N:2].[C:22]([O:26][C:27](N1CCC(NC(=O)C2C=C(OC)C=C(O)C=2)CC1)=[O:28])([CH3:25])([CH3:24])[CH3:23].BrCC#N.C(=O)([O-])[O-].[K+].[K+]. Product: [C:22]([O:26][C:27]([N:14]1[CH2:13][CH2:12][CH:11]([NH:10][C:8](=[O:9])[C:7]2[CH:17]=[C:18]([O:20][CH3:21])[CH:19]=[C:5]([O:4][CH2:3][C:1]#[N:2])[CH:6]=2)[CH2:16][CH2:15]1)=[O:28])([CH3:25])([CH3:24])[CH3:23]. The catalyst class is: 23. (5) Reactant: Cl.[C:2](=[NH:6])([O:4][CH3:5])[NH2:3].[O-]CC.[Na+].C(O[C:14](=[C:16]([C:19]#[N:20])[C:17]#[N:18])[CH3:15])C.C(#N)CC#N. Product: [NH2:20][C:19]1[C:16]([C:17]#[N:18])=[C:14]([CH3:15])[N:3]=[C:2]([O:4][CH3:5])[N:6]=1. The catalyst class is: 8. (6) Reactant: [N:1]([CH2:4][C:5]([OH:7])=O)=[N+:2]=[N-:3].Cl.[OH:9][CH:10]1[O:18][C@H:17]([CH2:19][OH:20])[C@H:15]([OH:16])[C@H:13]([OH:14])[C@H:11]1[NH2:12].C(N(CC)CC)C.ON1C2C=CC=CC=2N=N1.CCN=C=NCCCN(C)C.Cl. Product: [N:1]([CH2:4][C:5]([NH:12][C@@H:11]1[C@@H:13]([OH:14])[C@@H:15]([OH:16])[C@@H:17]([CH2:19][OH:20])[O:18][CH:10]1[OH:9])=[O:7])=[N+:2]=[N-:3]. The catalyst class is: 5.